Dataset: Reaction yield outcomes from USPTO patents with 853,638 reactions. Task: Predict the reaction yield, written as a fraction of the theoretical maximum amount of product (1.0 means a 100% yield; for example, 0.34 means a 34% yield). The reactants are Cl.[CH:2]12[CH2:11][CH:6]3[CH2:7][CH:8]([CH2:10][CH:4]([CH2:5]3)[CH:3]1[NH2:12])[CH2:9]2.C(N(CC)CC)C.[CH3:20][O:21][C:22]1[CH:27]=[CH:26][C:25]([N:28]=[C:29]=[O:30])=[C:24]([CH3:31])[CH:23]=1. The catalyst is C(O)C. The product is [CH:2]12[CH2:11][CH:6]3[CH2:7][CH:8]([CH2:10][CH:4]([CH2:5]3)[CH:3]1[NH:12][C:29]([NH:28][C:25]1[CH:26]=[CH:27][C:22]([O:21][CH3:20])=[CH:23][C:24]=1[CH3:31])=[O:30])[CH2:9]2. The yield is 0.610.